This data is from Microsomal clearance measurements from AstraZeneca. The task is: Regression/Classification. Given a drug SMILES string, predict its absorption, distribution, metabolism, or excretion properties. Task type varies by dataset: regression for continuous measurements (e.g., permeability, clearance, half-life) or binary classification for categorical outcomes (e.g., BBB penetration, CYP inhibition). For this dataset (clearance_microsome_az), we predict log10(clearance) (log10 of the in vitro intrinsic clearance, CLint, in uL/min per mg of human liver microsomal protein, equivalently mL/min/g; values are censored to the assay range of 3 to 150, which is 0.477 to 2.18 on this log10 scale). (1) The molecule is CCN(CC)S(=O)(=O)c1ccc(-c2nnc(SCC(=O)N3CCc4ccccc43)o2)cc1. The log10(clearance) is 2.18. (2) The compound is COc1c2occc2cc2ccc(=O)oc12. The log10(clearance) is 0.780. (3) The compound is CCCCc1nc2c(N)nc3ccccc3c2n1CC(C)C. The log10(clearance) is 0.480. (4) The compound is Cc1ccccc1CN1CCC(N2CCC(n3c(=O)[nH]c4ccccc43)CC2)CC1. The log10(clearance) is 1.38. (5) The molecule is O=C(NCC12CC3CC(CC(C3)C1)C2)c1ccnc(N2CCNCC2)c1Cl. The log10(clearance) is 1.86. (6) The log10(clearance) is 2.18. The drug is COc1cccc(Nc2c(C(N)=O)cnc3c(C)cc(S(=O)(=O)c4cccc(C(=O)N(C)C)c4)cc23)c1. (7) The molecule is COc1ccc(S(=O)(=O)NC(=O)N2CCC(N3CCC(Oc4ccc(Cl)c(Cl)c4)CC3)CC2)cc1. The log10(clearance) is 0.480. (8) The drug is CC[C@H](C)C(=O)O[C@H]1C[C@H](O)C=C2C=C[C@H](C)[C@H](CC[C@@H](O)C[C@@H](O)CC(=O)O)[C@H]21. The log10(clearance) is 0.480.